From a dataset of M1 muscarinic receptor antagonist screen with 61,756 compounds. Binary Classification. Given a drug SMILES string, predict its activity (active/inactive) in a high-throughput screening assay against a specified biological target. (1) The compound is P(O)(O)(=O)C(c1c2c(ccc1)cccc2)=C. The result is 0 (inactive). (2) The drug is S(c1n(c2c(n1)cc(F)c(F)c2)C)C. The result is 0 (inactive). (3) The molecule is O=C(NC1CCCC1)C(N(Cc1ccc(OC)cc1)C(=O)CNC(=O)c1occc1)c1occc1. The result is 0 (inactive). (4) The molecule is O=C(N(C1CCCCC1)C1CCN(CC1)C(=O)C)Nc1ccc(OCC)cc1. The result is 0 (inactive). (5) The drug is Brc1c(OCCCn2ncnc2)c(Cl)cc(c1)C. The result is 0 (inactive). (6) The result is 0 (inactive). The compound is O=C(NCc1ccccc1)C1CCCN(C1)C(=O)N(C)C. (7) The drug is S(c1[nH]c2c(cccc2)c(=O)n1)CC=C. The result is 0 (inactive).